From a dataset of Reaction yield outcomes from USPTO patents with 853,638 reactions. Predict the reaction yield, written as a fraction of the theoretical maximum amount of product (1.0 means a 100% yield; for example, 0.34 means a 34% yield). (1) The reactants are Br[C:2]1[C:3]([NH2:9])=[N:4][CH:5]=[C:6]([Br:8])[N:7]=1.[S:10]1[C:14]2[CH:15]=[CH:16][CH:17]=[CH:18][C:13]=2[CH:12]=[C:11]1B(O)O.[C:22]([O-:25])([OH:24])=O.[Na+].C1(P([C:40]2[CH:45]=[CH:44]C=CC=2)C2C=CC=CC=2)C=CC=CC=1.[CH3:46][C:47]([O:50][C:51](O[C:51]([O:50][C:47]([CH3:49])([CH3:48])[CH3:46])=[O:52])=[O:52])([CH3:49])[CH3:48].[CH2:61](COC)OC. The catalyst is O.CCOC(C)=O.O.CN(C1C=CN=CC=1)C.[Pd]. The product is [S:10]1[C:14]2[CH:15]=[CH:16][CH:17]=[CH:18][C:13]=2[CH:12]=[C:11]1[C:2]1[C:3]([N:9]([C:51]([O:50][C:47]([CH3:49])([CH3:46])[CH3:48])=[O:52])[C:22](=[O:25])[O:24][C:45]([CH3:44])([CH3:40])[CH3:61])=[N:4][CH:5]=[C:6]([Br:8])[N:7]=1. The yield is 0.750. (2) The reactants are [CH:1]1([C:7]([CH2:9][N:10]2[C:16]3[C:17]([CH3:21])=[CH:18][CH:19]=[CH:20][C:15]=3[C:14]([CH2:22][CH3:23])=[N:13][C@@:12]([NH2:35])(C(=O)[C@H](CC3C=CC=CC=3)N)[C:11]2=[O:36])=[O:8])[CH2:6][CH2:5][CH2:4][CH2:3][CH2:2]1.C1(N=C=S)C=CC=CC=1. The catalyst is C(Cl)Cl.C(OCC)(=O)C. The product is [NH2:35][C@H:12]1[N:13]=[C:14]([CH2:22][CH3:23])[C:15]2[CH:20]=[CH:19][CH:18]=[C:17]([CH3:21])[C:16]=2[N:10]([CH2:9][C:7]([CH:1]2[CH2:6][CH2:5][CH2:4][CH2:3][CH2:2]2)=[O:8])[C:11]1=[O:36]. The yield is 0.631. (3) The reactants are [NH2:1][C@:2]12[CH2:37][CH2:36][C@@H:35]([C:38]([CH3:40])=[CH2:39])[C@@H:3]1[C@@H:4]1[C@@:17]([CH3:20])([CH2:18][CH2:19]2)[C@@:16]2([CH3:21])[C@@H:7]([C@:8]3([CH3:34])[C@@H:13]([CH2:14][CH2:15]2)[C:12]([CH3:23])([CH3:22])[C:11]([C:24]2[CH:33]=[CH:32][C:27]([C:28]([O:30][CH3:31])=[O:29])=[CH:26][CH:25]=2)=[CH:10][CH2:9]3)[CH2:6][CH2:5]1.Br[CH2:42][CH2:43][OH:44].P([O-])([O-])([O-])=O.[K+].[K+].[K+].[I-].[K+]. The catalyst is C(#N)C. The product is [OH:44][CH2:43][CH2:42][NH:1][C@:2]12[CH2:37][CH2:36][C@@H:35]([C:38]([CH3:40])=[CH2:39])[C@@H:3]1[C@@H:4]1[C@@:17]([CH3:20])([CH2:18][CH2:19]2)[C@@:16]2([CH3:21])[C@@H:7]([C@:8]3([CH3:34])[C@@H:13]([CH2:14][CH2:15]2)[C:12]([CH3:22])([CH3:23])[C:11]([C:24]2[CH:25]=[CH:26][C:27]([C:28]([O:30][CH3:31])=[O:29])=[CH:32][CH:33]=2)=[CH:10][CH2:9]3)[CH2:6][CH2:5]1. The yield is 0.860. (4) The reactants are N(C(OC(C)C)=O)=NC(OC(C)C)=O.[F:15][C:16]1[CH:21]=[CH:20][C:19]([N:22]2[C:26]([C:27]([O:29][CH2:30][CH3:31])=[O:28])=[C:25]([OH:32])[C:24]([OH:33])=[C:23]2[C:34]([O:36][CH2:37][CH3:38])=[O:35])=[CH:18][CH:17]=1.[CH2:39]([O:46][CH2:47][CH2:48]O)[C:40]1[CH:45]=[CH:44][CH:43]=[CH:42][CH:41]=1.C1(P(C2C=CC=CC=2)C2C=CC=CC=2)C=CC=CC=1. The catalyst is C(Cl)Cl. The product is [CH2:39]([O:46][CH2:47][CH2:48][O:33][C:24]1[C:25]([OH:32])=[C:26]([C:27]([O:29][CH2:30][CH3:31])=[O:28])[N:22]([C:19]2[CH:20]=[CH:21][C:16]([F:15])=[CH:17][CH:18]=2)[C:23]=1[C:34]([O:36][CH2:37][CH3:38])=[O:35])[C:40]1[CH:45]=[CH:44][CH:43]=[CH:42][CH:41]=1. The yield is 0.170. (5) The reactants are [Cl:1][C:2]1[N:7]=[C:6]([CH3:8])[C:5]([CH2:9][C:10]([O:12][CH3:13])=[O:11])=[C:4]([C:14]2[CH:19]=[CH:18][C:17]([CH3:20])=[CH:16][CH:15]=2)[N:3]=1.[Li+].C[Si]([N-][Si](C)(C)C)(C)C.I[CH2:32][CH2:33][CH3:34]. The catalyst is CN(C=O)C. The product is [Cl:1][C:2]1[N:7]=[C:6]([CH3:8])[C:5]([CH:9]([CH2:32][CH2:33][CH3:34])[C:10]([O:12][CH3:13])=[O:11])=[C:4]([C:14]2[CH:15]=[CH:16][C:17]([CH3:20])=[CH:18][CH:19]=2)[N:3]=1. The yield is 0.370. (6) The reactants are [OH:1][C:2]1[C:3]([I:29])=[CH:4][C:5]2[CH2:6][C@H:7]3[N:18]([C:19]([O:21][CH2:22][C:23]4[CH:28]=[CH:27][CH:26]=[CH:25][CH:24]=4)=[O:20])[CH2:17][CH2:16][C@@:13]4([C:14]=2[CH:15]=1)[C@H:8]3[CH2:9][CH2:10][CH2:11][CH2:12]4.C([O-])([O-])=O.[K+].[K+].[CH2:36](Br)[C:37]1[CH:42]=[CH:41][CH:40]=[CH:39][CH:38]=1. The catalyst is CN(C=O)C. The product is [CH2:36]([O:1][C:2]1[C:3]([I:29])=[CH:4][C:5]2[CH2:6][C@H:7]3[N:18]([C:19]([O:21][CH2:22][C:23]4[CH:24]=[CH:25][CH:26]=[CH:27][CH:28]=4)=[O:20])[CH2:17][CH2:16][C@@:13]4([C:14]=2[CH:15]=1)[C@H:8]3[CH2:9][CH2:10][CH2:11][CH2:12]4)[C:37]1[CH:42]=[CH:41][CH:40]=[CH:39][CH:38]=1. The yield is 0.990.